Dataset: Reaction yield outcomes from USPTO patents with 853,638 reactions. Task: Predict the reaction yield, written as a fraction of the theoretical maximum amount of product (1.0 means a 100% yield; for example, 0.34 means a 34% yield). (1) The reactants are [C:1]([C:3]1[CH:4]=[N:5][CH:6]=[C:7]([CH:20]=1)[C:8]([N:10]=[S@@:11]([CH3:19])(=[O:18])[C:12]1[CH:17]=[CH:16][CH:15]=[CH:14][CH:13]=1)=[O:9])#[CH:2].I[C:22]1[NH:26][C:25]([CH3:27])=[N:24][CH:23]=1. No catalyst specified. The product is [CH3:27][C:25]1[NH:24][C:23]([C:2]#[C:1][C:3]2[CH:4]=[N:5][CH:6]=[C:7]([CH:20]=2)[C:8]([N:10]=[S@@:11]([CH3:19])(=[O:18])[C:12]2[CH:13]=[CH:14][CH:15]=[CH:16][CH:17]=2)=[O:9])=[CH:22][N:26]=1. The yield is 0.510. (2) The reactants are C[O:2][C:3](=O)[CH2:4][CH2:5][C:6]1[CH:11]=[CH:10][C:9]([F:12])=[CH:8][C:7]=1[S:13]([CH3:16])(=[O:15])=[O:14].[H-].[H-].[H-].[H-].[Li+].[Al+3].O. The catalyst is C1COCC1. The product is [F:12][C:9]1[CH:10]=[CH:11][C:6]([CH2:5][CH2:4][CH2:3][OH:2])=[C:7]([S:13]([CH3:16])(=[O:15])=[O:14])[CH:8]=1. The yield is 0.800. (3) The reactants are [CH3:1][O:2][C:3]1[CH:4]=[C:5]([CH:8]=[CH:9][C:10]=1[O:11][CH2:12][C:13]1[CH:18]=[CH:17][CH:16]=[CH:15][CH:14]=1)[C:6]#[N:7].[N+:19]([O-])([OH:21])=[O:20].[K]. The catalyst is C(O)(=O)C. The product is [N+:19]([C:8]1[CH:9]=[C:10]([O:11][CH2:12][C:13]2[CH:18]=[CH:17][CH:16]=[CH:15][CH:14]=2)[C:3]([O:2][CH3:1])=[CH:4][C:5]=1[C:6]#[N:7])([O-:21])=[O:20]. The yield is 0.640. (4) The reactants are [Br:1][C:2]1[CH:3]=[C:4]2[C:8](=[CH:9][CH:10]=1)[NH:7][CH:6]=[C:5]2[CH:11]=[O:12].[H-].[Na+].[CH3:15][O:16][C:17]1[CH:22]=[CH:21][C:20]([S:23](Cl)(=[O:25])=[O:24])=[CH:19][C:18]=1[N:27]1[CH2:32][CH2:31][N:30]([C:33](=[O:38])[C:34]([Cl:37])([Cl:36])[Cl:35])[CH2:29][CH2:28]1. The catalyst is C1COCC1. The product is [Br:1][C:2]1[CH:3]=[C:4]2[C:8](=[CH:9][CH:10]=1)[N:7]([S:23]([C:20]1[CH:21]=[CH:22][C:17]([O:16][CH3:15])=[C:18]([N:27]3[CH2:32][CH2:31][N:30]([C:33](=[O:38])[C:34]([Cl:37])([Cl:35])[Cl:36])[CH2:29][CH2:28]3)[CH:19]=1)(=[O:25])=[O:24])[CH:6]=[C:5]2[CH:11]=[O:12]. The yield is 0.820. (5) The reactants are [O:1]1[C:6]2[CH:7]=[CH:8][CH:9]=[CH:10][C:5]=2[N:4]([CH2:11][CH2:12][O:13][C:14]2[CH:19]=[CH:18][C:17]([CH2:20][CH:21]([O:25][CH2:26][CH3:27])[C:22](O)=[O:23])=[CH:16][CH:15]=2)[CH2:3][CH2:2]1.[NH3:28]. No catalyst specified. The product is [O:1]1[C:6]2[CH:7]=[CH:8][CH:9]=[CH:10][C:5]=2[N:4]([CH2:11][CH2:12][O:13][C:14]2[CH:19]=[CH:18][C:17]([CH2:20][CH:21]([O:25][CH2:26][CH3:27])[C:22]([NH2:28])=[O:23])=[CH:16][CH:15]=2)[CH2:3][CH2:2]1. The yield is 0.800. (6) The reactants are [F:1][C:2]([F:23])([C:17]1[CH:22]=[CH:21][CH:20]=[CH:19][CH:18]=1)[CH2:3][NH:4][C:5]1[C:6](=[O:16])[N:7]([CH2:12][CH2:13][CH2:14]O)[C:8]([CH3:11])=[CH:9][N:10]=1.C(Br)(Br)(Br)[Br:25].C1(P(C2C=CC=CC=2)C2C=CC=CC=2)C=CC=CC=1. The catalyst is ClCCl. The product is [F:1][C:2]([F:23])([C:17]1[CH:22]=[CH:21][CH:20]=[CH:19][CH:18]=1)[CH2:3][NH:4][C:5]1[C:6](=[O:16])[N:7]([CH2:12][CH2:13][CH2:14][Br:25])[C:8]([CH3:11])=[CH:9][N:10]=1. The yield is 0.969. (7) The yield is 0.499. The catalyst is C(Cl)(Cl)(Cl)Cl. The product is [Br:27][CH:1]([C:3]1[CH:8]=[CH:7][CH:6]=[CH:5][N:4]=1)[CH3:2]. The reactants are [CH2:1]([C:3]1[CH:8]=[CH:7][CH:6]=[CH:5][N:4]=1)[CH3:2].C(OOC(=O)C1C=CC=CC=1)(=O)C1C=CC=CC=1.[Br:27]N1C(=O)CCC1=O. (8) The reactants are [Cl:1][C:2]1[CH:3]=[C:4]([N:9]2[C:13]3[C:14](=[O:25])[N:15]([C:18]4[CH:23]=[CH:22][C:21](I)=[CH:20][CH:19]=4)[CH2:16][CH2:17][C:12]=3[C:11]([C:26]([F:29])([F:28])[F:27])=[N:10]2)[CH:5]=[CH:6][C:7]=1[F:8].N[CH:31]1[CH2:36][CH2:35][CH2:34]C[CH:32]1[NH2:37].[O-:38]P([O-])([O-])=O.[K+].[K+].[K+].O1CCOCC1. The catalyst is [Cu]I.C(OC(=O)C)C. The product is [Cl:1][C:2]1[CH:3]=[C:4]([N:9]2[C:13]3[C:14](=[O:25])[N:15]([C:18]4[CH:23]=[CH:22][C:21]([N:37]5[CH2:34][CH2:35][CH2:36][CH2:31][C:32]5=[O:38])=[CH:20][CH:19]=4)[CH2:16][CH2:17][C:12]=3[C:11]([C:26]([F:29])([F:28])[F:27])=[N:10]2)[CH:5]=[CH:6][C:7]=1[F:8]. The yield is 0.800.